Dataset: Catalyst prediction with 721,799 reactions and 888 catalyst types from USPTO. Task: Predict which catalyst facilitates the given reaction. (1) Product: [N:21]([C@H:6]([C@@H:7]([OH:17])[CH2:8][O:9][CH2:10][C:11]1[CH:16]=[CH:15][CH:14]=[CH:13][CH:12]=1)[CH2:5][OH:4])=[N+:22]=[N-:23]. The catalyst class is: 5. Reactant: C([O:4][CH2:5][C@H:6]([N:21]=[N+:22]=[N-:23])[C@@H:7]([O:17]C(=O)C)[CH2:8][O:9][CH2:10][C:11]1[CH:16]=[CH:15][CH:14]=[CH:13][CH:12]=1)(=O)C.C(=O)([O-])[O-].[K+].[K+]. (2) Reactant: C(OC([N:8]1[CH2:16][C:15]2[CH:14]=[N:13][C:12]([N:17]3[CH2:22][CH2:21][N:20]([CH3:23])[CH2:19][CH2:18]3)=[N:11][C:10]=2[CH2:9]1)=O)(C)(C)C.Cl. Product: [CH3:23][N:20]1[CH2:21][CH2:22][N:17]([C:12]2[N:13]=[CH:14][C:15]3[CH2:16][NH:8][CH2:9][C:10]=3[N:11]=2)[CH2:18][CH2:19]1. The catalyst class is: 12. (3) Reactant: Cl[C:2]1[N:7]=[C:6]([Cl:8])[N:5]=[C:4]2[N:9]([CH:13]3[CH2:18][CH2:17][CH2:16][CH2:15][O:14]3)[N:10]=[C:11]([CH3:12])[C:3]=12.CC(C)([O-])C.[K+].[NH2:25][C:26]1[CH:35]=[CH:34][CH:33]=[CH:32][C:27]=1[C:28]([NH:30][CH3:31])=[O:29].O. Product: [Cl:8][C:6]1[N:5]=[C:4]2[N:9]([CH:13]3[CH2:18][CH2:17][CH2:16][CH2:15][O:14]3)[N:10]=[C:11]([CH3:12])[C:3]2=[C:2]([NH:25][C:26]2[CH:35]=[CH:34][CH:33]=[CH:32][C:27]=2[C:28]([NH:30][CH3:31])=[O:29])[N:7]=1. The catalyst class is: 39. (4) Reactant: [CH3:1][O:2][C:3]1[CH:4]=[C:5]([N:9]([CH3:24])[C:10]([C:12]2[N:13]([CH2:17][C:18]3[CH:23]=[CH:22][CH:21]=[CH:20][CH:19]=3)[CH:14]=[CH:15][N:16]=2)=O)[CH:6]=[CH:7][CH:8]=1.B.O1CCCC1.Cl. Product: [CH2:17]([N:13]1[CH:14]=[CH:15][N:16]=[C:12]1[CH2:10][N:9]([C:5]1[CH:6]=[CH:7][CH:8]=[C:3]([O:2][CH3:1])[CH:4]=1)[CH3:24])[C:18]1[CH:23]=[CH:22][CH:21]=[CH:20][CH:19]=1. The catalyst class is: 7. (5) Reactant: ClC(N(C)C)=C(C)C.[N:9]1([C:13]([C:15]2[N:20]=[CH:19][C:18]([O:21][C:22]3[CH:23]=[C:24]([CH:28]=[C:29]([O:31][C@H:32]4[CH2:36][CH2:35][O:34][CH2:33]4)[CH:30]=3)[C:25](O)=[O:26])=[CH:17][CH:16]=2)=[O:14])[CH2:12][CH2:11][CH2:10]1.[NH2:37][C:38]1[CH:43]=[N:42][C:41]([CH3:44])=[CH:40][N:39]=1.N1C=CC=CC=1. Product: [N:9]1([C:13]([C:15]2[N:20]=[CH:19][C:18]([O:21][C:22]3[CH:23]=[C:24]([CH:28]=[C:29]([O:31][C@H:32]4[CH2:36][CH2:35][O:34][CH2:33]4)[CH:30]=3)[C:25]([NH:37][C:38]3[CH:43]=[N:42][C:41]([CH3:44])=[CH:40][N:39]=3)=[O:26])=[CH:17][CH:16]=2)=[O:14])[CH2:10][CH2:11][CH2:12]1. The catalyst class is: 2.